This data is from HIV replication inhibition screening data with 41,000+ compounds from the AIDS Antiviral Screen. The task is: Binary Classification. Given a drug SMILES string, predict its activity (active/inactive) in a high-throughput screening assay against a specified biological target. (1) The compound is C[c-]1nc2ccccc2c(C(=O)NO)[n+]1=O. The result is 0 (inactive). (2) The compound is N=c1[nH][nH]c2nc3ccc(C(F)(F)F)cc3nc12. The result is 0 (inactive). (3) The molecule is COc1ccc2c(c1)c(=O)c1c(NCCN(C)C)ccc3c(=O)n(CCN(C)C)c(=O)n2c31.Cl. The result is 0 (inactive). (4) The molecule is O=C(OCc1ccccc1)C(Cc1ccc(OCc2ccccc2)cn1)NC(=O)C(F)(F)F. The result is 0 (inactive). (5) The compound is O=C1C2C3C(OCc4ccccc4)C4C5C(OCc6ccccc6)C(C1C35)C24. The result is 0 (inactive). (6) The compound is CC1(C)CCc2cc3c(O)c(-c4ccccc4)c(=O)oc3cc2O1. The result is 0 (inactive).